This data is from Peptide-MHC class II binding affinity with 134,281 pairs from IEDB. The task is: Regression. Given a peptide amino acid sequence and an MHC pseudo amino acid sequence, predict their binding affinity value. This is MHC class II binding data. (1) The peptide sequence is NSFQIEEFGTGVFTT. The MHC is DRB1_0301 with pseudo-sequence DRB1_0301. The binding affinity (normalized) is 0.362. (2) The peptide sequence is KNLTGLVSAGPKAKS. The MHC is DRB5_0101 with pseudo-sequence DRB5_0101. The binding affinity (normalized) is 1.00. (3) The peptide sequence is NTSIKTLKFDALSGS. The MHC is DRB4_0101 with pseudo-sequence DRB4_0103. The binding affinity (normalized) is 0.751. (4) The peptide sequence is FRHLAREKNPRLCTK. The MHC is DRB1_0404 with pseudo-sequence DRB1_0404. The binding affinity (normalized) is 0.638. (5) The peptide sequence is FKKWCGMLSTKSIDL. The MHC is DRB1_0401 with pseudo-sequence DRB1_0401. The binding affinity (normalized) is 0.947. (6) The MHC is DRB1_1302 with pseudo-sequence DRB1_1302. The peptide sequence is LVVGIYDEPMTPGQC. The binding affinity (normalized) is 0.482. (7) The peptide sequence is NLADAVSKAPQLVPK. The binding affinity (normalized) is 0.194. The MHC is DRB1_0802 with pseudo-sequence DRB1_0802. (8) The peptide sequence is IITPTNVSHIQSAVV. The MHC is DRB1_0301 with pseudo-sequence DRB1_0301. The binding affinity (normalized) is 0.110. (9) The peptide sequence is IKGTAPFETHANRIV. The MHC is DRB1_0901 with pseudo-sequence DRB1_0901. The binding affinity (normalized) is 0.494. (10) The binding affinity (normalized) is 0.167. The peptide sequence is LALARAQRMQTARVL. The MHC is HLA-DQA10101-DQB10501 with pseudo-sequence HLA-DQA10101-DQB10501.